From a dataset of Reaction yield outcomes from USPTO patents with 853,638 reactions. Predict the reaction yield, written as a fraction of the theoretical maximum amount of product (1.0 means a 100% yield; for example, 0.34 means a 34% yield). The reactants are [Cl:1][C:2]1[N:10]([CH2:11][CH:12]=[CH2:13])[C:9]2[C:8](=[O:14])[N:7]([CH3:15])[C:6](=[O:16])[N:5](COCCOC)[C:4]=2[N:3]=1.Cl. The catalyst is O1CCOCC1.O. The product is [Cl:1][C:2]1[N:10]([CH2:11][CH:12]=[CH2:13])[C:9]2[C:8](=[O:14])[N:7]([CH3:15])[C:6](=[O:16])[NH:5][C:4]=2[N:3]=1. The yield is 0.680.